From a dataset of Forward reaction prediction with 1.9M reactions from USPTO patents (1976-2016). Predict the product of the given reaction. (1) The product is: [Cl:25][C:19]1[CH:20]=[C:21]([Cl:24])[CH:22]=[CH:23][C:18]=1[N:17]1[C:16]2[CH:15]=[CH:14][CH:13]=[CH:12][C:11]=2[N:10]2[C:6]([CH2:4][OH:3])=[C:7]([C:26]([F:29])([F:28])[F:27])[N:8]=[C:9]12. Given the reactants C([O:3][C:4]([C:6]1[N:10]2[C:11]3[CH:12]=[CH:13][CH:14]=[CH:15][C:16]=3[N:17]([C:18]3[CH:23]=[CH:22][C:21]([Cl:24])=[CH:20][C:19]=3[Cl:25])[C:9]2=[N:8][C:7]=1[C:26]([F:29])([F:28])[F:27])=O)C.C1(C)C=CC=CC=1.CC(C[AlH]CC(C)C)C.CO, predict the reaction product. (2) Given the reactants [Cl:1][C:2]1[CH:10]=[CH:9][CH:8]=[C:7]2[C:3]=1[C:4]([C:17]([OH:19])=O)=[CH:5][N:6]2[CH2:11][CH:12]1[CH2:16][CH2:15][O:14][CH2:13]1.Cl.[NH2:21][CH2:22][C:23]1([OH:31])[CH2:28][CH2:27][C:26]([F:30])([F:29])[CH2:25][CH2:24]1.CCN=C=NCCCN(C)C.C1C=CC2N(O)N=NC=2C=1, predict the reaction product. The product is: [Cl:1][C:2]1[CH:10]=[CH:9][CH:8]=[C:7]2[C:3]=1[C:4]([C:17]([NH:21][CH2:22][C:23]1([OH:31])[CH2:24][CH2:25][C:26]([F:30])([F:29])[CH2:27][CH2:28]1)=[O:19])=[CH:5][N:6]2[CH2:11][CH:12]1[CH2:16][CH2:15][O:14][CH2:13]1. (3) Given the reactants [H-].[Al+3].[Li+].[H-].[H-].[H-].[F:7][C:8]1[CH:13]=[CH:12][C:11]([C:14]2[C:15]([N:20]3[CH2:25][CH2:24][NH:23][CH2:22][CH2:21]3)=[N:16][CH:17]=[CH:18][N:19]=2)=[CH:10][CH:9]=1.C(O[C:29]([C:31]1[CH:32]=[N:33][N:34]([CH3:37])[C:35]=1[Cl:36])=O)C.Cl, predict the reaction product. The product is: [ClH:36].[Cl:36][C:35]1[N:34]([CH3:37])[N:33]=[CH:32][C:31]=1[CH2:29][N:23]1[CH2:22][CH2:21][N:20]([C:15]2[C:14]([C:11]3[CH:12]=[CH:13][C:8]([F:7])=[CH:9][CH:10]=3)=[N:19][CH:18]=[CH:17][N:16]=2)[CH2:25][CH2:24]1. (4) Given the reactants [Si]([O:8][CH2:9][CH2:10][N:11]1[C:16]2[C:17]3[CH:23]=[C:22]([CH:24]=[O:25])[N:21]([S:26]([C:29]4[CH:34]=[CH:33][CH:32]=[CH:31][CH:30]=4)(=[O:28])=[O:27])[C:18]=3[N:19]=[CH:20][C:15]=2[CH2:14][N:13]([C:35]2[C:40]([F:41])=[C:39]([O:42][CH3:43])[CH:38]=[C:37]([O:44][CH3:45])[C:36]=2[F:46])[C:12]1=[O:47])(C(C)(C)C)(C)C.Cl.C([O-])(O)=O.[Na+], predict the reaction product. The product is: [F:41][C:40]1[C:39]([O:42][CH3:43])=[CH:38][C:37]([O:44][CH3:45])=[C:36]([F:46])[C:35]=1[N:13]1[CH2:14][C:15]2[CH:20]=[N:19][C:18]3[N:21]([S:26]([C:29]4[CH:34]=[CH:33][CH:32]=[CH:31][CH:30]=4)(=[O:27])=[O:28])[C:22]([CH:24]=[O:25])=[CH:23][C:17]=3[C:16]=2[N:11]([CH2:10][CH2:9][OH:8])[C:12]1=[O:47].